From a dataset of Full USPTO retrosynthesis dataset with 1.9M reactions from patents (1976-2016). Predict the reactants needed to synthesize the given product. (1) Given the product [Cl:1][C:2]1[CH:3]=[C:4]([CH:33]=[CH:34][C:35]=1[F:36])[CH2:5][N:6]1[CH:20]=[C:19]([NH:21][CH3:22])[C:18]2[N:11]3[CH2:12][CH2:13][N:14]([CH3:17])[C:15](=[O:16])[C:10]3=[C:9]([O:30][CH3:31])[C:8]=2[C:7]1=[O:32].[C:39]([OH:41])([C:38]([F:43])([F:42])[F:37])=[O:40], predict the reactants needed to synthesize it. The reactants are: [Cl:1][C:2]1[CH:3]=[C:4]([CH:33]=[CH:34][C:35]=1[F:36])[CH2:5][N:6]1[CH:20]=[C:19]([N:21](C(OC(C)(C)C)=O)[CH3:22])[C:18]2[N:11]3[CH2:12][CH2:13][N:14]([CH3:17])[C:15](=[O:16])[C:10]3=[C:9]([O:30][CH3:31])[C:8]=2[C:7]1=[O:32].[F:37][C:38]([F:43])([F:42])[C:39]([OH:41])=[O:40]. (2) Given the product [F:13][C:9]1[CH:8]=[C:7]([CH:5]2[C:4](=[O:14])[C:3]([O:15][S:30]([CH2:29][C:23]3[CH:28]=[CH:27][CH:26]=[CH:25][CH:24]=3)(=[O:32])=[O:31])=[C:2]([NH2:1])[O:6]2)[CH:12]=[CH:11][CH:10]=1, predict the reactants needed to synthesize it. The reactants are: [NH2:1][C:2]1[O:6][CH:5]([C:7]2[CH:12]=[CH:11][CH:10]=[C:9]([F:13])[CH:8]=2)[C:4](=[O:14])[C:3]=1[OH:15].C(N(CC)CC)C.[C:23]1([CH2:29][S:30](Cl)(=[O:32])=[O:31])[CH:28]=[CH:27][CH:26]=[CH:25][CH:24]=1.[Cl-].[NH4+]. (3) Given the product [F:1][C:2]1[CH:11]=[C:10]2[C:5]([CH:6]=[CH:7][CH:8]=[N:9]2)=[CH:4][C:3]=1[CH2:12][N:13]1[C:21]2[C:16](=[N:17][CH:18]=[C:19](/[C:22](=[N:34]/[NH:33][C:25](=[O:32])[C:26]3[CH:31]=[CH:30][CH:29]=[N:28][CH:27]=3)/[CH3:23])[N:20]=2)[N:15]=[N:14]1, predict the reactants needed to synthesize it. The reactants are: [F:1][C:2]1[CH:11]=[C:10]2[C:5]([CH:6]=[CH:7][CH:8]=[N:9]2)=[CH:4][C:3]=1[CH2:12][N:13]1[C:21]2[C:16](=[N:17][CH:18]=[C:19]([C:22](=O)[CH3:23])[N:20]=2)[N:15]=[N:14]1.[C:25]([NH:33][NH2:34])(=[O:32])[C:26]1[CH:31]=[CH:30][CH:29]=[N:28][CH:27]=1. (4) The reactants are: [CH3:1][C@H:2]1[CH2:7][C@@H:6]([O:8][C:9]2[CH:14]=[C:13]([N:15]3[C:23]4[C:18](=[CH:19][C:20]([S:24]([CH3:27])(=[O:26])=[O:25])=[CH:21][CH:22]=4)[CH2:17][CH2:16]3)[N:12]=[CH:11][N:10]=2)[CH2:5][CH2:4][N:3]1[C:28]([O:30][CH2:31][C:32]1C=CC=CC=1)=[O:29].[H][H].[CH:40](N(C(C)C)CC)(C)C.ClC(OC(C)C)=O.[Cl-].[NH4+]. Given the product [CH3:1][C@H:2]1[CH2:7][C@@H:6]([O:8][C:9]2[CH:14]=[C:13]([N:15]3[C:23]4[C:18](=[CH:19][C:20]([S:24]([CH3:27])(=[O:25])=[O:26])=[CH:21][CH:22]=4)[CH2:17][CH2:16]3)[N:12]=[CH:11][N:10]=2)[CH2:5][CH2:4][N:3]1[C:28]([O:30][CH:31]([CH3:40])[CH3:32])=[O:29], predict the reactants needed to synthesize it. (5) Given the product [CH3:76][O:80][C@H:7]([CH3:8])[C@H:6]([NH:5][C:3](=[O:4])[O:2][CH3:1])[C:10]([N:12]1[CH2:16][C@@H:15]([CH2:17][O:18][CH3:19])[CH2:14][C@H:13]1[C:20]1[NH:24][C:23]2[C:25]3[C:30]([CH:31]=[CH:32][C:22]=2[N:21]=1)=[CH:29][C:28]1[C:33]2[C:38]([CH2:39][O:40][C:27]=1[CH:26]=3)=[CH:37][C:36]([C:41]1[NH:45][C:44]([C@@H:46]3[CH2:50][C@H:49]([CH3:51])[CH2:48][N:47]3[C:64](=[O:65])[C@H:63]([C@@H:62]([CH3:72])[O:61][CH3:60])[NH:67][C:68]([O:70][CH3:71])=[O:69])=[N:43][CH:42]=1)=[CH:35][CH:34]=2)=[O:11], predict the reactants needed to synthesize it. The reactants are: [CH3:1][O:2][C:3]([NH:5][C@H:6]([C:10]([N:12]1[CH2:16][C@@H:15]([CH2:17][O:18][CH3:19])[CH2:14][C@H:13]1[C:20]1[NH:24][C:23]2[C:25]3[C:30]([CH:31]=[CH:32][C:22]=2[N:21]=1)=[CH:29][C:28]1[C:33]2[C:38]([CH2:39][O:40][C:27]=1[CH:26]=3)=[CH:37][C:36]([C:41]1[NH:45][C:44]([C@@H:46]3[CH2:50][C@H:49]([CH3:51])[CH2:48][N:47]3C(OC(C)(C)C)=O)=[N:43][CH:42]=1)=[CH:35][CH:34]=2)=[O:11])[CH:7](C)[CH3:8])=[O:4].Cl.[CH3:60][O:61][C@H:62]([CH3:72])[C@H:63]([NH:67][C:68]([O:70][CH3:71])=[O:69])[C:64](O)=[O:65].CN([C:76]([O:80]N1N=NC2C=CC=NC1=2)=[N+](C)C)C.F[P-](F)(F)(F)(F)F.CCN(C(C)C)C(C)C. (6) Given the product [CH2:13]([N:5]1[CH:6]=[CH:7][CH:8]=[C:3]([O:2][CH3:1])[C:4]1=[O:9])[CH2:14][CH2:15][CH3:16], predict the reactants needed to synthesize it. The reactants are: [CH3:1][O:2][C:3]1[C:4](=[O:9])[NH:5][CH:6]=[CH:7][CH:8]=1.[H-].[Na+].I[CH2:13][CH2:14][CH2:15][CH3:16].